The task is: Predict the reactants needed to synthesize the given product.. This data is from Full USPTO retrosynthesis dataset with 1.9M reactions from patents (1976-2016). Given the product [CH2:9]([O:16][C:17]([N:19]1[CH2:24][CH2:23][CH2:22][C:21]([OH:25])([C:1]2[CH:6]=[CH:5][CH:4]=[CH:3][CH:2]=2)[CH2:20]1)=[O:18])[C:10]1[CH:15]=[CH:14][CH:13]=[CH:12][CH:11]=1, predict the reactants needed to synthesize it. The reactants are: [C:1]1([Mg]Br)[CH:6]=[CH:5][CH:4]=[CH:3][CH:2]=1.[CH2:9]([O:16][C:17]([N:19]1[CH2:24][CH2:23][CH2:22][C:21](=[O:25])[CH2:20]1)=[O:18])[C:10]1[CH:15]=[CH:14][CH:13]=[CH:12][CH:11]=1.